From a dataset of Drug-target binding data from BindingDB using IC50 measurements. Regression. Given a target protein amino acid sequence and a drug SMILES string, predict the binding affinity score between them. We predict pIC50 (pIC50 = -log10(IC50 in M); higher means more potent). Dataset: bindingdb_ic50. (1) The drug is CCCCCCCCCCCCCCCCCCN1CCN(Cc2ccc(-c3nc(=O)o[nH]3)cc2)C(=O)C1. The target protein (P14555) has sequence MKTLLLLAVIMIFGLLQAHGNLVNFHRMIKLTTGKEAALSYGFYGCHCGVGGRGSPKDATDRCCVTHDCCYKRLEKRGCGTKFLSYKFSNSGSRITCAKQDSCRSQLCECDKAAATCFARNKTTYNKKYQYYSNKHCRGSTPRC. The pIC50 is 6.0. (2) The target protein (P56068) has sequence MKIGVFDSGVGGFSVLKSLLKAQLFDEIIYYGDSARVPYGTKDPTTIKQFGLEALDFFKPHQIKLLIVACNTASALALEEMQKHSKIPVVGVIEPSILAIKRQVKDKNAPILVLGTKATIQSNAYDNALKQQGYLNVSHLATSLFVPLIEESILEGELLETCMRYYFTPLEILPEVVILGCTHFPLIAQKIEGYFMEHFALSTPPLLIHSGDAIVEYLQQNYALKKNACAFPKVEFHASGDVVWLEKQAKEWLKL. The drug is Cn1cc(S(C)(=O)=O)nc1-c1c2c(=O)n(C)c(=O)n(CC3CC3)c2nn1Cc1ccnc2ccc(Cl)cc12. The pIC50 is 6.8. (3) The target protein sequence is MERAGPSFGQQRQQQQPQQQKQQQRDQDSVEAWLDDHWDFTFSYFVRKATREMVNAWFAERVHTIPVCKEGIRGHTESCSCPLQQSPRADNSAPGTPTRKISASEFDRPLRPIVVKDSEGTVSFLSDSEKKEQMPLTPPRFDHDEGDQCSRLLELVKDISSHLDVTALCHKIFLHIHGLISADRYSLFLVCEDSSNDKFLISRLFDVAEGSTLEEVSNNCIRLEWNKGIVGHVAALGEPLNIKDAYEDPRFNAEVDQITGYKTQSILCMPIKNHREEVVGVAQAINKKSGNGGTFTEKDEKDFAAYLAFCGIVLHNAQLYETSLLENKRNQVLLDLASLIFEEQQSLEVILKKIAATIISFMQVQKCTIFIVDEDCSDSFSSVFHMECEELEKSSDTLTREHDANKINYMYAQYVKNTMEPLNIPDVSKDKRFPWTTENTGNVNQQCIRSLLCTPIKNGKKNKVIGVCQLVNKMEENTGKVKPFNRNDEQFLEAFVIFCG.... The pIC50 is 8.2. The small molecule is CCCc1nn(C)c2c(=O)[nH]c(-c3cc(S(=O)(=O)N4CCN(C)CC4)ccc3OCC)nc12.